The task is: Predict the reactants needed to synthesize the given product.. This data is from Full USPTO retrosynthesis dataset with 1.9M reactions from patents (1976-2016). (1) Given the product [I:1][C:2]1[C:6]2=[N:7][C:8]([C:11]([OH:13])=[O:12])=[CH:9][CH:10]=[C:5]2[N:4]([S:22]([C:19]2[CH:20]=[CH:21][C:16]([CH3:26])=[CH:17][CH:18]=2)(=[O:24])=[O:23])[CH:3]=1, predict the reactants needed to synthesize it. The reactants are: [I:1][C:2]1[C:6]2=[N:7][C:8]([C:11]([OH:13])=[O:12])=[CH:9][CH:10]=[C:5]2[NH:4][CH:3]=1.[H-].[Na+].[C:16]1([CH3:26])[CH:21]=[CH:20][C:19]([S:22](Cl)(=[O:24])=[O:23])=[CH:18][CH:17]=1.Cl. (2) Given the product [F:26][C:24]([F:25])([F:27])[C:21]1[CH:22]=[CH:23][C:18]([C:14]2[N:15]=[CH:16][N:17]=[C:12]([O:11][C:8]3[CH:9]=[C:10]4[C:5]([CH:4]=[CH:3][CH:2]=[N:1]4)=[CH:6][CH:7]=3)[CH:13]=2)=[C:19]([CH:38]=[CH2:39])[CH:20]=1, predict the reactants needed to synthesize it. The reactants are: [N:1]1[C:10]2[C:5](=[CH:6][CH:7]=[C:8]([O:11][C:12]3[N:17]=[CH:16][N:15]=[C:14]([C:18]4[CH:23]=[CH:22][C:21]([C:24]([F:27])([F:26])[F:25])=[CH:20][C:19]=4OS(C(F)(F)F)(=O)=O)[CH:13]=3)[CH:9]=2)[CH:4]=[CH:3][CH:2]=1.[Li+].[Cl-].[C:38](C1C=C(C)C=C(C(C)(C)C)C=1O)(C)(C)[CH3:39]. (3) Given the product [CH3:1][C:2]1[CH:7]=[CH:6][C:5]([NH:8][C:9]2[O:10][CH:11]=[C:12]([CH2:14][OH:15])[N:13]=2)=[CH:4][C:3]=1[O:19][CH2:20][CH:21]=[C:22]([CH3:24])[CH3:23], predict the reactants needed to synthesize it. The reactants are: [CH3:1][C:2]1[CH:7]=[CH:6][C:5]([NH:8][C:9]2[O:10][CH:11]=[C:12]([C:14](OCC)=[O:15])[N:13]=2)=[CH:4][C:3]=1[O:19][CH2:20][CH:21]=[C:22]([CH3:24])[CH3:23].[H-].[H-].[H-].[H-].[Li+].[Al+3]. (4) Given the product [S:1]([NH:11][N:12]=[CH:15][CH:14]([Cl:17])[Cl:13])([C:4]1[CH:5]=[CH:6][C:7]([CH3:8])=[CH:9][CH:10]=1)(=[O:2])=[O:3], predict the reactants needed to synthesize it. The reactants are: [S:1]([NH:11][NH2:12])([C:4]1[CH:10]=[CH:9][C:7]([CH3:8])=[CH:6][CH:5]=1)(=[O:3])=[O:2].[Cl:13][CH:14]([Cl:17])[CH:15]=O. (5) Given the product [NH2:23][C:18]1[CH:19]=[CH:20][C:21]([CH3:22])=[C:16]([NH:15][C:13](=[O:14])[CH2:12][N:3]2[C:4](=[O:11])[C:5]3[C:10](=[CH:9][CH:8]=[CH:7][CH:6]=3)[C:2]2=[O:1])[CH:17]=1, predict the reactants needed to synthesize it. The reactants are: [O:1]=[C:2]1[C:10]2[C:5](=[CH:6][CH:7]=[CH:8][CH:9]=2)[C:4](=[O:11])[N:3]1[CH2:12][C:13]([NH:15][C:16]1[CH:17]=[C:18]([NH:23]C(=O)OC(C)(C)C)[CH:19]=[CH:20][C:21]=1[CH3:22])=[O:14].NC1C=C(NC(=O)OC(C)(C)C)C=CC=1C.O=C1C2C(=CC=CC=2)C(=O)N1CC(Cl)=O.C(N(C(C)C)CC)(C)C.[Cl-].[Na+]. (6) Given the product [C:16]([O:15][C:13](=[O:14])[NH:5][C:4]1[CH:6]=[C:7]([N+:10]([O-:12])=[O:11])[CH:8]=[CH:9][C:3]=1[O:2][CH3:1])([CH3:19])([CH3:18])[CH3:17], predict the reactants needed to synthesize it. The reactants are: [CH3:1][O:2][C:3]1[CH:9]=[CH:8][C:7]([N+:10]([O-:12])=[O:11])=[CH:6][C:4]=1[NH2:5].[C:13](O[C:13]([O:15][C:16]([CH3:19])([CH3:18])[CH3:17])=[O:14])([O:15][C:16]([CH3:19])([CH3:18])[CH3:17])=[O:14].N1C=CC(N)=CC=1. (7) Given the product [OH:17][CH:16]([C:15]1[C:14]([C:28]2[CH:29]=[N:30][CH:31]=[CH:32][CH:33]=2)=[N:13][N:11]2[CH:12]=[C:7]([O:6][CH3:5])[CH:8]=[CH:9][C:10]=12)[C:18]1[N:23]=[C:22]([C:24]([O:26][CH3:27])=[O:25])[CH:21]=[CH:20][CH:19]=1, predict the reactants needed to synthesize it. The reactants are: CO.[BH4-].[Na+].[CH3:5][O:6][C:7]1[CH:8]=[CH:9][C:10]2[N:11]([N:13]=[C:14]([C:28]3[CH:29]=[N:30][CH:31]=[CH:32][CH:33]=3)[C:15]=2[C:16]([C:18]2[N:23]=[C:22]([C:24]([O:26][CH3:27])=[O:25])[CH:21]=[CH:20][CH:19]=2)=[O:17])[CH:12]=1.[Cl-].[NH4+]. (8) Given the product [Br:1][C:2]1[C:3](=[O:29])[N:4]([C:20]2[CH:21]=[C:22]([CH:26]=[CH:27][CH:28]=2)[C:23]([NH2:32])=[O:24])[C:5]([CH2:18][OH:19])=[CH:6][C:7]=1[O:8][CH2:9][C:10]1[CH:15]=[CH:14][C:13]([F:16])=[CH:12][C:11]=1[F:17], predict the reactants needed to synthesize it. The reactants are: [Br:1][C:2]1[C:3](=[O:29])[N:4]([C:20]2[CH:21]=[C:22]([CH:26]=[CH:27][CH:28]=2)[C:23](O)=[O:24])[C:5]([CH2:18][OH:19])=[CH:6][C:7]=1[O:8][CH2:9][C:10]1[CH:15]=[CH:14][C:13]([F:16])=[CH:12][C:11]=1[F:17].ClC1N=C(OC)N=C(OC)[N:32]=1.CN1CCOCC1.[NH4+].[OH-].